Dataset: Forward reaction prediction with 1.9M reactions from USPTO patents (1976-2016). Task: Predict the product of the given reaction. (1) Given the reactants [CH3:1][C:2]([CH3:18])([CH3:17])[CH2:3][N:4]1[C:8]2[N:9]=[C:10]([C:13]#[N:14])[N:11]=[CH:12][C:7]=2[CH:6]=[C:5]1[CH2:15][OH:16].[H-].[Na+].[Cl:21][C:22]1[CH:27]=[C:26](Cl)[N:25]=[CH:24][N:23]=1.CCOC(C)=O, predict the reaction product. The product is: [Cl:21][C:22]1[N:23]=[CH:24][N:25]=[C:26]([O:16][CH2:15][C:5]2[N:4]([CH2:3][C:2]([CH3:18])([CH3:17])[CH3:1])[C:8]3[N:9]=[C:10]([C:13]#[N:14])[N:11]=[CH:12][C:7]=3[CH:6]=2)[CH:27]=1. (2) Given the reactants [CH3:1][O:2][C:3]1[CH:12]=[C:11]([CH2:13][N:14]2[CH2:20][C:19]3[CH:21]=[C:22]([O:25][CH3:26])[CH:23]=[N:24][C:18]=3[S:17][CH2:16][CH2:15]2)[CH:10]=[CH:9][C:4]=1[C:5]([O:7]C)=[O:6].[OH-].[Li+].CO.C1COCC1, predict the reaction product. The product is: [CH3:1][O:2][C:3]1[CH:12]=[C:11]([CH2:13][N:14]2[CH2:20][C:19]3[CH:21]=[C:22]([O:25][CH3:26])[CH:23]=[N:24][C:18]=3[S:17][CH2:16][CH2:15]2)[CH:10]=[CH:9][C:4]=1[C:5]([OH:7])=[O:6]. (3) Given the reactants [CH2:1]([NH:5][C:6]1[CH:10]=[C:9]([C:11]2[CH:16]=[CH:15][N:14]=[CH:13][CH:12]=2)[S:8][C:7]=1[C:17]([O:19]C)=[O:18])[CH2:2][CH2:3][CH3:4].C[O-].[Na+].CO.Cl, predict the reaction product. The product is: [CH2:1]([NH:5][C:6]1[CH:10]=[C:9]([C:11]2[CH:16]=[CH:15][N:14]=[CH:13][CH:12]=2)[S:8][C:7]=1[C:17]([OH:19])=[O:18])[CH2:2][CH2:3][CH3:4]. (4) The product is: [NH2:1][C@@H:4]([C:7]1[CH:8]=[N:9][C:10]([C:13]([F:16])([F:14])[F:15])=[CH:11][CH:12]=1)[CH2:5][OH:6]. Given the reactants [N:1]([C@@H:4]([C:7]1[CH:8]=[N:9][C:10]([C:13]([F:16])([F:15])[F:14])=[CH:11][CH:12]=1)[CH2:5][OH:6])=[N+]=[N-], predict the reaction product. (5) Given the reactants Br[CH2:2][C:3]1[CH:4]=[CH:5][C:6]2[C:12]3[S:13][C:14]([C:16]([N:18]([C:20]4[CH:25]=[CH:24][CH:23]=[CH:22][C:21]=4[Cl:26])[CH3:19])=[O:17])=[CH:15][C:11]=3[CH2:10][CH2:9][O:8][C:7]=2[CH:27]=1.[CH3:28][N:29]1[CH2:34][CH2:33][NH:32][CH2:31][CH2:30]1, predict the reaction product. The product is: [Cl:26][C:21]1[CH:22]=[CH:23][CH:24]=[CH:25][C:20]=1[N:18]([CH3:19])[C:16]([C:14]1[S:13][C:12]2[C:6]3[CH:5]=[CH:4][C:3]([CH2:2][N:32]4[CH2:33][CH2:34][N:29]([CH3:28])[CH2:30][CH2:31]4)=[CH:27][C:7]=3[O:8][CH2:9][CH2:10][C:11]=2[CH:15]=1)=[O:17]. (6) Given the reactants Cl[CH2:2][CH2:3][N:4]1[CH:8]=[CH:7][N:6]([CH:9]([CH3:11])[CH3:10])[C:5]1=[O:12].Cl.[NH:14]1[CH2:19][CH2:18][CH:17]([CH2:20][OH:21])[CH2:16][CH2:15]1.C(N(CC)CC)C, predict the reaction product. The product is: [OH:21][CH2:20][CH:17]1[CH2:18][CH2:19][N:14]([CH2:2][CH2:3][N:4]2[CH:8]=[CH:7][N:6]([CH:9]([CH3:11])[CH3:10])[C:5]2=[O:12])[CH2:15][CH2:16]1. (7) Given the reactants [OH:1][C:2]1[CH:10]=[CH:9][C:5]([C:6]([OH:8])=[O:7])=[CH:4][CH:3]=1.Br[CH2:12][CH2:13][CH2:14][CH2:15][CH2:16][CH2:17][CH:18]=[CH2:19].C(=O)([O-])[O-].[K+].[K+].CN(C)C(=O)C, predict the reaction product. The product is: [CH2:19]([O:1][C:2]1[CH:10]=[CH:9][C:5]([C:6]([OH:8])=[O:7])=[CH:4][CH:3]=1)[CH2:18][CH2:17][CH2:16][CH2:15][CH2:14][CH:13]=[CH2:12].